This data is from Full USPTO retrosynthesis dataset with 1.9M reactions from patents (1976-2016). The task is: Predict the reactants needed to synthesize the given product. (1) Given the product [C:16]1([N:22]2[CH:13]=[C:25]([CH:32]=[O:35])[C:24]([C:26]3[CH:31]=[CH:30][CH:29]=[CH:28][CH:27]=3)=[N:23]2)[CH:17]=[CH:18][CH:19]=[CH:20][CH:21]=1, predict the reactants needed to synthesize it. The reactants are: ClC1N=C(Cl)N=C(Cl)N=1.N1C=C[CH:13]=NN=1.[C:16]1([NH:22][N:23]=[C:24]([C:26]2[CH:31]=[CH:30][CH:29]=[CH:28][CH:27]=2)[CH3:25])[CH:21]=[CH:20][CH:19]=[CH:18][CH:17]=1.[C:32]([O-:35])([O-])=O.[Na+].[Na+]. (2) The reactants are: [CH2:1]([Zn]CC)C.FC(F)(F)C(O)=O.ICI.[C@@H:16]1([C:26]([O:28][CH2:29][C:30]2[CH:35]=[CH:34][CH:33]=[CH:32][CH:31]=2)=[O:27])[CH2:21][CH:20]=[CH:19][CH2:18][C@@H:17]1[C:22]([O:24][CH3:25])=[O:23]. Given the product [CH:20]12[CH2:1][CH:19]1[CH2:18][C@H:17]([C:22]([O:24][CH3:25])=[O:23])[C@H:16]([C:26]([O:28][CH2:29][C:30]1[CH:35]=[CH:34][CH:33]=[CH:32][CH:31]=1)=[O:27])[CH2:21]2, predict the reactants needed to synthesize it. (3) Given the product [NH:15]1[CH2:16][CH2:17][CH:12]([O:10][C:5]2[CH:6]=[CH:7][CH:8]=[C:9]3[C:4]=2[CH:3]=[N:2][NH:1]3)[CH2:13][CH2:14]1, predict the reactants needed to synthesize it. The reactants are: [NH:1]1[C:9]2[CH:8]=[CH:7][CH:6]=[C:5]([OH:10])[C:4]=2[CH:3]=[N:2]1.O[CH:12]1[CH2:17][CH2:16][N:15](C(OC(C)(C)C)=O)[CH2:14][CH2:13]1.C1(P(C2C=CC=CC=2)C2C=CC=CC=2)C=CC=CC=1.N(C(OCC1C=CC=CC=1)=O)=NC(OCC1C=CC=CC=1)=O.ClCCl.Cl.O1CCOCC1. (4) Given the product [OH:31][C:32]1([CH2:39][C:40]([NH:1][C:2]2[CH:11]=[CH:10][CH:9]=[C:8]3[C:3]=2[CH:4]=[CH:5][N:6]([CH2:13][C@H:14]2[CH2:18][CH2:17][CH2:16][N:15]2[C:19]([O:21][C:22]([CH3:25])([CH3:24])[CH3:23])=[O:20])[C:7]3=[O:12])=[O:41])[CH2:38][CH2:37][CH2:36][CH2:35][CH2:34][CH2:33]1, predict the reactants needed to synthesize it. The reactants are: [NH2:1][C:2]1[CH:11]=[CH:10][CH:9]=[C:8]2[C:3]=1[CH:4]=[CH:5][N:6]([CH2:13][C@H:14]1[CH2:18][CH2:17][CH2:16][N:15]1[C:19]([O:21][C:22]([CH3:25])([CH3:24])[CH3:23])=[O:20])[C:7]2=[O:12].CN(C)C=O.[OH:31][C:32]1([CH2:39][C:40](O)=[O:41])[CH2:38][CH2:37][CH2:36][CH2:35][CH2:34][CH2:33]1.F[P-](F)(F)(F)(F)F.C[N+](C)=C(N(C)C)ON1C2N=CC=CC=2N=N1.C(N(CC)C(C)C)(C)C. (5) Given the product [C:22]1([C:21]([C:4]2[C:5]([C:9]3[O:10][CH2:11][C:12]([CH3:15])([CH3:14])[N:13]=3)=[CH:6][CH:7]=[CH:8][C:3]=2[O:2][CH3:1])=[O:28])[CH:27]=[CH:26][CH:25]=[CH:24][CH:23]=1, predict the reactants needed to synthesize it. The reactants are: [CH3:1][O:2][C:3]1[CH:4]=[C:5]([CH:9]2[NH:13][C:12]([CH3:15])([CH3:14])[CH2:11][O:10]2)[CH:6]=[CH:7][CH:8]=1.C([Li])CCC.[C:21](Cl)(=[O:28])[C:22]1[CH:27]=[CH:26][CH:25]=[CH:24][CH:23]=1. (6) Given the product [Cl:1][C:2]1[CH:3]=[CH:4][C:5]2[NH:11][C:10](=[O:12])[N:9]([CH:13]3[CH2:14][CH2:15][N:16]([C:21]4[CH:22]=[C:23]([C:27]([N:29]5[C:37]6[C:32](=[CH:33][CH:34]=[CH:35][CH:36]=6)[CH2:31][CH2:30]5)=[O:28])[N:24]=[CH:25][N:26]=4)[CH2:17][CH2:18]3)[CH2:8][CH2:7][C:6]=2[CH:19]=1, predict the reactants needed to synthesize it. The reactants are: [Cl:1][C:2]1[CH:3]=[CH:4][C:5]2[NH:11][C:10](=[O:12])[N:9]([CH:13]3[CH2:18][CH2:17][NH:16][CH2:15][CH2:14]3)[CH2:8][CH2:7][C:6]=2[CH:19]=1.Cl[C:21]1[N:26]=[CH:25][N:24]=[C:23]([C:27]([N:29]2[C:37]3[C:32](=[CH:33][CH:34]=[CH:35][CH:36]=3)[CH2:31][CH2:30]2)=[O:28])[CH:22]=1.CCN(C(C)C)C(C)C. (7) Given the product [CH2:1]([O:8][C:9](=[O:32])[C@H:10]([C:41](=[O:36])[C@@H:40]([NH:43][C:58]([CH:50]1[CH2:49][C:57]2[C:52](=[CH:53][CH:54]=[CH:55][CH:56]=2)[CH2:51]1)=[O:60])[CH3:42])[CH2:11][CH2:12][C:13]1[CH:14]=[CH:15][CH:16]=[CH:17][CH:18]=1)[C:2]1[CH:3]=[CH:4][CH:5]=[CH:6][CH:7]=1, predict the reactants needed to synthesize it. The reactants are: [CH2:1]([O:8][C:9](=[O:32])[C@@H:10](NC(=O)[C@@H](NC(OC(C)(C)C)=O)C)[CH2:11][CH2:12][C:13]1[CH:18]=[CH:17][CH:16]=[CH:15][CH:14]=1)[C:2]1[CH:7]=[CH:6][CH:5]=[CH:4][CH:3]=1.FC(F)(F)C(O)=[O:36].[CH:40]([N:43](CC)C(C)C)([CH3:42])[CH3:41].[CH2:49]1[C:57]2[C:52](=[CH:53][CH:54]=[CH:55][CH:56]=2)[CH2:51][CH:50]1[C:58]([OH:60])=O.CN(C(ON1N=NC2C=CC=NC1=2)=[N+](C)C)C.F[P-](F)(F)(F)(F)F. (8) Given the product [CH3:40][C:39]1[CH:44]=[C:43]([CH:42]=[CH:37][CH:38]=1)[NH:13][C:12]1[C:6]2[CH2:5][N:4]([C:1](=[O:3])[CH3:2])[CH2:9][CH2:8][C:7]=2[N:10]([CH2:26][CH2:31][CH:30]2[CH2:7][CH2:6][CH2:5][NH:4][CH2:1]2)[N:11]=1, predict the reactants needed to synthesize it. The reactants are: [C:1]([N:4]1[CH2:9][CH2:8][C:7]2[N:10]([CH:26]3[CH2:31][CH2:30]OCC3)[N:11]=[C:12]([N:13]3C4C(=CC(Br)=C(C#N)C=4)CCC3)[C:6]=2[CH2:5]1)(=[O:3])[CH3:2].CS(O[CH2:37][CH2:38][CH:39]1[CH2:44][CH2:43][CH2:42]N(C(OC(C)(C)C)=O)[CH2:40]1)(=O)=O. (9) Given the product [Cl:1][C:2]1[CH:7]=[CH:6][C:5]([C:8](=[O:18])[NH:9][CH2:10][C:11]2[CH:16]=[CH:15][CH:14]=[C:13]([Cl:17])[CH:12]=2)=[CH:4][C:3]=1[NH:19][C:20]([C:22]1[C:35](=[O:36])[NH:34][C:25]2[N:26]=[C:27]([NH:37][CH:38]3[CH2:43][CH2:42][CH:41]([OH:44])[CH2:40][CH2:39]3)[N:28]=[CH:29][C:24]=2[CH:23]=1)=[O:21], predict the reactants needed to synthesize it. The reactants are: [Cl:1][C:2]1[CH:7]=[CH:6][C:5]([C:8](=[O:18])[NH:9][CH2:10][C:11]2[CH:16]=[CH:15][CH:14]=[C:13]([Cl:17])[CH:12]=2)=[CH:4][C:3]=1[NH:19][C:20]([C:22]1[C:35](=[O:36])[NH:34][C:25]2[N:26]=[C:27](S(C)(=O)=O)[N:28]=[CH:29][C:24]=2[CH:23]=1)=[O:21].[NH2:37][C@H:38]1[CH2:43][CH2:42][C@H:41]([OH:44])[CH2:40][CH2:39]1.CN(C=O)C. (10) Given the product [Cl:1][C:2]1[CH:3]=[CH:4][C:5]2[O:9][C:8]([C@@H:10]([NH:15][C:16]3[CH:21]=[CH:20][C:19]([C:22]([NH:24][CH2:25][CH2:26][C:27]([OH:29])=[O:28])=[O:23])=[CH:18][CH:17]=3)[CH2:11][CH:12]([CH3:14])[CH3:13])=[C:7]([CH3:32])[C:6]=2[CH:33]=1, predict the reactants needed to synthesize it. The reactants are: [Cl:1][C:2]1[CH:3]=[CH:4][C:5]2[O:9][C:8]([CH:10]([NH:15][C:16]3[CH:21]=[CH:20][C:19]([C:22]([NH:24][CH2:25][CH2:26][C:27]([O:29]CC)=[O:28])=[O:23])=[CH:18][CH:17]=3)[CH2:11][CH:12]([CH3:14])[CH3:13])=[C:7]([CH3:32])[C:6]=2[CH:33]=1.O1CCCC1.[OH-].[Na+].